Task: Predict which catalyst facilitates the given reaction.. Dataset: Catalyst prediction with 721,799 reactions and 888 catalyst types from USPTO (1) Reactant: Br[CH2:2][C:3]1[CH:12]=[CH:11][C:6]([C:7]([O:9][CH3:10])=[O:8])=[CH:5][CH:4]=1.[F-:13].[K+].[F-].[Ca+2].[F-]. Product: [F:13][CH2:2][C:3]1[CH:12]=[CH:11][C:6]([C:7]([O:9][CH3:10])=[O:8])=[CH:5][CH:4]=1. The catalyst class is: 10. (2) Reactant: [I:1][C:2]1[CH:3]=[CH:4][C:5]([NH:8][N:9]=[CH:10][C:11]2[CH:16]=[CH:15][CH:14]=[C:13]([C:17]([F:20])([F:19])[F:18])[CH:12]=2)=[N:6][CH:7]=1.CCO.C(OI(C1C=CC=CC=1)OC(=O)C)(=O)C. Product: [I:1][C:2]1[CH:3]=[CH:4][C:5]2[N:6]([C:10]([C:11]3[CH:16]=[CH:15][CH:14]=[C:13]([C:17]([F:20])([F:18])[F:19])[CH:12]=3)=[N:9][N:8]=2)[CH:7]=1. The catalyst class is: 2. (3) Reactant: C([O:8][C:9]1[CH:18]=[C:17]([NH:19][C:20](=[O:51])[CH2:21][CH:22]([C:41]2[CH:50]=[CH:49][C:48]3[C:43](=[CH:44][CH:45]=[CH:46][CH:47]=3)[CH:42]=2)[CH2:23][NH:24][S:25]([C:28]2[CH:33]=[CH:32][C:31]([O:34][C:35]3[CH:40]=[CH:39][CH:38]=[CH:37][CH:36]=3)=[CH:30][CH:29]=2)(=[O:27])=[O:26])[CH:16]=[CH:15][C:10]=1[C:11]([O:13][CH3:14])=[O:12])C1C=CC=CC=1.C([O-])=O.[NH4+]. Product: [OH:8][C:9]1[CH:18]=[C:17]([NH:19][C:20](=[O:51])[CH2:21][CH:22]([C:41]2[CH:50]=[CH:49][C:48]3[C:43](=[CH:44][CH:45]=[CH:46][CH:47]=3)[CH:42]=2)[CH2:23][NH:24][S:25]([C:28]2[CH:29]=[CH:30][C:31]([O:34][C:35]3[CH:40]=[CH:39][CH:38]=[CH:37][CH:36]=3)=[CH:32][CH:33]=2)(=[O:27])=[O:26])[CH:16]=[CH:15][C:10]=1[C:11]([O:13][CH3:14])=[O:12]. The catalyst class is: 19. (4) Reactant: [OH-].[Na+].[C:3]([O:7][C:8]([N:10]1[CH2:15][CH2:14][C@@H:13]([NH:16][C:17]2[C:18]3[N:19]([CH:26]=[C:27]([C:29]([O:31]CC)=[O:30])[CH:28]=3)[N:20]=[CH:21][C:22]=2[C:23](=[O:25])[NH2:24])[C:12]([CH3:35])([CH3:34])[CH2:11]1)=[O:9])([CH3:6])([CH3:5])[CH3:4]. Product: [C:3]([O:7][C:8]([N:10]1[CH2:15][CH2:14][C@@H:13]([NH:16][C:17]2[C:18]3[N:19]([CH:26]=[C:27]([C:29]([OH:31])=[O:30])[CH:28]=3)[N:20]=[CH:21][C:22]=2[C:23](=[O:25])[NH2:24])[C:12]([CH3:35])([CH3:34])[CH2:11]1)=[O:9])([CH3:6])([CH3:4])[CH3:5]. The catalyst class is: 111. (5) Reactant: [C:1]([O:5][C:6]([N:8]1[CH2:16][C:15]2[C:10](=[CH:11][C:12]([C:18]3[CH2:19][CH2:20][O:21][CH2:22][CH:23]=3)=[C:13]([Cl:17])[CH:14]=2)[CH2:9]1)=[O:7])([CH3:4])([CH3:3])[CH3:2]. Product: [C:1]([O:5][C:6]([N:8]1[CH2:16][C:15]2[C:10](=[CH:11][C:12]([CH:18]3[CH2:19][CH2:20][O:21][CH2:22][CH2:23]3)=[C:13]([Cl:17])[CH:14]=2)[CH2:9]1)=[O:7])([CH3:4])([CH3:2])[CH3:3]. The catalyst class is: 603. (6) Reactant: COC([C:5]1[CH:6]=[CH:7][C:8]2[O:12][C:11](C)=[CH:10][C:9]=2[CH:14]=1)=O.[CH2:15]([Mg]Br)[CH3:16]. Product: [O:12]1[C:8]2[CH:7]=[CH:6][CH:5]=[C:14]([CH2:9][CH2:10][CH:11]([OH:12])[CH2:15][CH3:16])[C:9]=2[CH:10]=[CH:11]1. The catalyst class is: 1. (7) Product: [NH2:30][CH2:29]/[CH:28]=[CH:27]/[C:25]1[NH:26][C:19]2[C:18]([NH:17][C:4]3[CH:5]=[CH:6][C:7]([O:8][CH2:9][C:10]4[CH:15]=[CH:14][CH:13]=[C:12]([F:16])[CH:11]=4)=[C:2]([Cl:1])[CH:3]=3)=[N:23][CH:22]=[N:21][C:20]=2[CH:24]=1. Reactant: [Cl:1][C:2]1[CH:3]=[C:4]([NH:17][C:18]2[C:19]3[NH:26][C:25](/[CH:27]=[CH:28]/[CH2:29][NH:30]C(=O)OC(C)(C)C)=[CH:24][C:20]=3[N:21]=[CH:22][N:23]=2)[CH:5]=[CH:6][C:7]=1[O:8][CH2:9][C:10]1[CH:15]=[CH:14][CH:13]=[C:12]([F:16])[CH:11]=1.Cl.[OH-].[Na+]. The catalyst class is: 7. (8) Reactant: [Br:1][C:2]1[C:3]([N:23]2[CH2:28][CH2:27][CH2:26][C@@H:25]([NH:29]C(=O)OC(C)(C)C)[CH2:24]2)=[C:4]2[C:10]([NH:11][C:12](=[O:22])[C:13]3[CH:18]=[CH:17][C:16]([O:19][CH3:20])=[C:15]([F:21])[CH:14]=3)=[CH:9][NH:8][C:5]2=[N:6][CH:7]=1.C(O)(C(F)(F)F)=O.[ClH:44]. Product: [ClH:44].[NH2:29][C@@H:25]1[CH2:26][CH2:27][CH2:28][N:23]([C:3]2[C:2]([Br:1])=[CH:7][N:6]=[C:5]3[NH:8][CH:9]=[C:10]([NH:11][C:12](=[O:22])[C:13]4[CH:18]=[CH:17][C:16]([O:19][CH3:20])=[C:15]([F:21])[CH:14]=4)[C:4]=23)[CH2:24]1. The catalyst class is: 158.